The task is: Predict the reactants needed to synthesize the given product.. This data is from Full USPTO retrosynthesis dataset with 1.9M reactions from patents (1976-2016). Given the product [CH3:31][O:30][C:27]1[CH:28]=[C:29]2[C:24](=[CH:25][C:26]=1[O:32][CH3:33])[N:23]=[CH:22][CH:21]=[C:20]2[O:19][C:18]1[C:13]([C:37]2[CH:3]=[N:2][CH:5]=[N:35][CH:36]=2)=[N:14][C:15]([CH3:34])=[CH:16][CH:17]=1, predict the reactants needed to synthesize it. The reactants are: C[N:2]([CH3:5])[CH:3]=O.C(=O)([O-])[O-].[K+].[K+].I[C:13]1[C:18]([O:19][C:20]2[C:29]3[C:24](=[CH:25][C:26]([O:32][CH3:33])=[C:27]([O:30][CH3:31])[CH:28]=3)[N:23]=[CH:22][CH:21]=2)=[CH:17][CH:16]=[C:15]([CH3:34])[N:14]=1.[NH:35]1CC(B(O)O)C[CH2:37][CH2:36]1.